Dataset: Rat liver microsome stability data. Task: Regression/Classification. Given a drug SMILES string, predict its absorption, distribution, metabolism, or excretion properties. Task type varies by dataset: regression for continuous measurements (e.g., permeability, clearance, half-life) or binary classification for categorical outcomes (e.g., BBB penetration, CYP inhibition). Dataset: rlm. (1) The molecule is COc1cccc(CNc2ccc(S(=O)(=O)Nc3ccccn3)cc2)c1O. The result is 0 (unstable in rat liver microsomes). (2) The molecule is Cc1nc2c(C(F)(F)F)cccc2n1-c1cccc(Oc2cccc(S(=O)(=O)C(C)C)c2)c1. The result is 1 (stable in rat liver microsomes). (3) The compound is CS(=O)(=O)c1ccc(CNC(=O)c2ccc(OCCC(F)(F)F)nc2)c(Cl)c1. The result is 0 (unstable in rat liver microsomes). (4) The molecule is COc1cc2nccc(Oc3ccc(NC(=O)Nc4cc(C)on4)c(Cl)c3)c2cc1OC. The result is 0 (unstable in rat liver microsomes).